Dataset: Reaction yield outcomes from USPTO patents with 853,638 reactions. Task: Predict the reaction yield, written as a fraction of the theoretical maximum amount of product (1.0 means a 100% yield; for example, 0.34 means a 34% yield). (1) The reactants are C([O:4][C@H:5]1[C@H:11]([O:12]C(=O)C)[C@@H:10]([O:16]C(=O)C)[C@:9]2([C:21]3[CH:26]=[CH:25][C:24]([Cl:27])=[C:23]([CH2:28][C:29]4[CH:34]=[CH:33][C:32]([C:35]#[N:36])=[CH:31][CH:30]=4)[CH:22]=3)[O:20][C@@:6]1([CH2:37][O:38]C(=O)C)[CH2:7][O:8]2)(=O)C.O.[OH-].[Li+]. The catalyst is C1COCC1.CO.O. The product is [Cl:27][C:24]1[CH:25]=[CH:26][C:21]([C@@:9]23[O:20][C@@:6]([CH2:37][OH:38])([CH2:7][O:8]2)[C@@H:5]([OH:4])[C@H:11]([OH:12])[C@H:10]3[OH:16])=[CH:22][C:23]=1[CH2:28][C:29]1[CH:30]=[CH:31][C:32]([C:35]#[N:36])=[CH:33][CH:34]=1. The yield is 0.913. (2) The reactants are ClC(N(C)C)=C(C)C.[N:9]1([C:13]([C:15]2[N:20]=[CH:19][C:18]([O:21][C:22]3[CH:23]=[C:24]([CH:28]=[C:29]([O:31][C@H:32]4[CH2:36][CH2:35][N:34]([CH3:37])[C:33]4=[O:38])[CH:30]=3)[C:25]([OH:27])=O)=[CH:17][CH:16]=2)=[O:14])[CH2:12][CH2:11][CH2:10]1.[NH2:39][C:40]1[CH:45]=[N:44][CH:43]=[CH:42][N:41]=1.N1C=CC=CC=1. The catalyst is C(Cl)Cl. The product is [N:9]1([C:13]([C:15]2[N:20]=[CH:19][C:18]([O:21][C:22]3[CH:23]=[C:24]([CH:28]=[C:29]([O:31][C@H:32]4[CH2:36][CH2:35][N:34]([CH3:37])[C:33]4=[O:38])[CH:30]=3)[C:25]([NH:39][C:40]3[CH:45]=[N:44][CH:43]=[CH:42][N:41]=3)=[O:27])=[CH:17][CH:16]=2)=[O:14])[CH2:10][CH2:11][CH2:12]1. The yield is 0.220. (3) The product is [Cl:19][C:14]1[CH:13]=[C:12]([CH:17]=[CH:16][C:15]=1[Cl:18])[CH2:11][N:6]1[C:7]2[C:3](=[C:2]([C:30]3[CH:35]=[CH:34][CH:33]=[CH:32][N:31]=3)[CH:10]=[CH:9][CH:8]=2)[CH:4]=[C:5]1[C:20]([O:22][CH2:23][CH3:24])=[O:21]. The reactants are Br[C:2]1[CH:10]=[CH:9][CH:8]=[C:7]2[C:3]=1[CH:4]=[C:5]([C:20]([O:22][CH2:23][CH3:24])=[O:21])[N:6]2[CH2:11][C:12]1[CH:17]=[CH:16][C:15]([Cl:18])=[C:14]([Cl:19])[CH:13]=1.C([Sn](CCCC)(CCCC)[C:30]1[CH:35]=[CH:34][CH:33]=[CH:32][N:31]=1)CCC.[Cl-].[Li+]. The catalyst is C1C=CC([P]([Pd]([P](C2C=CC=CC=2)(C2C=CC=CC=2)C2C=CC=CC=2)([P](C2C=CC=CC=2)(C2C=CC=CC=2)C2C=CC=CC=2)[P](C2C=CC=CC=2)(C2C=CC=CC=2)C2C=CC=CC=2)(C2C=CC=CC=2)C2C=CC=CC=2)=CC=1.C1(P(C2C=CC=CC=2)C2C=CC=CC=2)C=CC=CC=1.[Pd]. The yield is 0.540. (4) The reactants are C([N:4]1[C:12]2[C:7](=[C:8]([Br:13])[CH:9]=[CH:10][CH:11]=2)[C:6](=O)[CH2:5]1)(=O)C.BrBr.[CH2:17]([NH2:20])[CH2:18][NH2:19].C(N(CC)CC)C. The catalyst is C(Cl)Cl.CO. The product is [Br:13][C:8]1[C:7]2[C:6]3[N:20]=[CH:17][CH:18]=[N:19][C:5]=3[NH:4][C:12]=2[CH:11]=[CH:10][CH:9]=1. The yield is 0.550. (5) The reactants are [F:1][C:2]1[C:3](I)=[CH:4][C:5](=[O:21])[N:6]([CH2:8][CH2:9][C@@:10]([CH3:20])([S:16]([CH3:19])(=[O:18])=[O:17])[C:11]([O:13][CH2:14][CH3:15])=[O:12])[CH:7]=1.CC1(C)C(C)(C)OB([C:31]2[CH:51]=[CH:50][C:34]([O:35][CH2:36][C@H:37]3[CH2:42][CH2:41][C@H:40]([O:43][CH:44]4[CH2:49][CH2:48][CH2:47][CH2:46][O:45]4)[CH2:39][CH2:38]3)=[CH:33][CH:32]=2)O1.[O-]P([O-])([O-])=O.[K+].[K+].[K+].O. The catalyst is CC1CCCO1.O.C1C=CC(P(C2C=CC=CC=2)[C-]2C=CC=C2)=CC=1.C1C=CC(P(C2C=CC=CC=2)[C-]2C=CC=C2)=CC=1.Cl[Pd]Cl.[Fe+2]. The product is [F:1][C:2]1[C:3]([C:31]2[CH:51]=[CH:50][C:34]([O:35][CH2:36][C@H:37]3[CH2:38][CH2:39][C@H:40]([O:43][CH:44]4[CH2:49][CH2:48][CH2:47][CH2:46][O:45]4)[CH2:41][CH2:42]3)=[CH:33][CH:32]=2)=[CH:4][C:5](=[O:21])[N:6]([CH2:8][CH2:9][C@@:10]([CH3:20])([S:16]([CH3:19])(=[O:18])=[O:17])[C:11]([O:13][CH2:14][CH3:15])=[O:12])[CH:7]=1. The yield is 0.640. (6) The reactants are C(Cl)Cl.[OH:4][C:5]1[N:6]=[C:7]([C:15]2[CH:20]=[CH:19][CH:18]=[C:17]([C:21]([F:24])([F:23])[F:22])[CH:16]=2)[C:8]2[CH:13]=[C:12]([CH3:14])[S:11][C:9]=2[N:10]=1.Cl[CH2:26][CH2:27][S:28](Cl)(=[O:30])=[O:29].C(N(CC)CC)C. The catalyst is O. The product is [CH3:14][C:12]1[S:11][C:9]2[N:10]=[C:5]([O:4][S:28]([CH:27]=[CH2:26])(=[O:30])=[O:29])[N:6]=[C:7]([C:15]3[CH:20]=[CH:19][CH:18]=[C:17]([C:21]([F:24])([F:23])[F:22])[CH:16]=3)[C:8]=2[CH:13]=1. The yield is 0.590. (7) The reactants are [CH:1]1([NH:5][N:6]2[C:15]3[C:10](=[CH:11][CH:12]=[CH:13][CH:14]=3)[C:9]([OH:16])=[C:8]([C:17]3[NH:22][C:21]4[CH:23]=[CH:24][C:25]([OH:27])=[CH:26][C:20]=4[S:19](=[O:29])(=[O:28])[N:18]=3)[C:7]2=[O:30])[CH2:4][CH2:3][CH2:2]1.C(=O)([O-])[O-].[Cs+].[Cs+].Br[CH2:38][C:39]([NH2:41])=[O:40]. The catalyst is CN(C)C=O.[I-].C([N+](CCCC)(CCCC)CCCC)CCC. The product is [CH:1]1([NH:5][N:6]2[C:15]3[C:10](=[CH:11][CH:12]=[CH:13][CH:14]=3)[C:9]([OH:16])=[C:8]([C:17]3[NH:22][C:21]4[CH:23]=[CH:24][C:25]([O:27][CH2:38][C:39]([NH2:41])=[O:40])=[CH:26][C:20]=4[S:19](=[O:28])(=[O:29])[N:18]=3)[C:7]2=[O:30])[CH2:2][CH2:3][CH2:4]1. The yield is 0.370. (8) The reactants are [C:1]1([C:7]2[O:11][C:10]([CH2:12][C:13]3[CH:18]=[CH:17][C:16]([OH:19])=[CH:15][CH:14]=3)=[CH:9][CH:8]=2)[CH:6]=[CH:5][CH:4]=[CH:3][CH:2]=1.C(OC([N:27]1[CH2:31][CH2:30][CH2:29][C@@H:28]1[CH2:32]OS(C1C=CC(C)=CC=1)(=O)=O)=O)(C)(C)C. No catalyst specified. The product is [C:1]1([C:7]2[O:11][C:10]([CH2:12][C:13]3[CH:14]=[CH:15][C:16]([O:19][CH2:32][C@H:28]4[CH2:29][CH2:30][CH2:31][NH:27]4)=[CH:17][CH:18]=3)=[CH:9][CH:8]=2)[CH:2]=[CH:3][CH:4]=[CH:5][CH:6]=1. The yield is 0.500. (9) The product is [CH3:6][NH:8][C@H:9]([C:19]([NH:21][C@H:22]([C:34]([N:36]([C@@H:38]([CH:47]([CH3:48])[CH3:49])/[CH:39]=[C:40](\[CH3:46])/[C:41]([O:43][CH2:44][CH3:45])=[O:42])[CH3:37])=[O:35])[C:23]([CH3:33])([CH3:32])[C:24]1[CH:25]=[CH:26][C:27]([O:30][CH3:31])=[CH:28][CH:29]=1)=[O:20])[C:10]([CH3:18])([CH3:17])[C:11]1[CH:16]=[CH:15][CH:14]=[CH:13][CH:12]=1. The reactants are C(O[C:6]([N:8](C)[C@H:9]([C:19]([NH:21][C@H:22]([C:34]([N:36]([C@H:38]([CH:47]([CH3:49])[CH3:48])/[CH:39]=[C:40](\[CH3:46])/[C:41]([O:43][CH2:44][CH3:45])=[O:42])[CH3:37])=[O:35])[C:23]([CH3:33])([CH3:32])[C:24]1[CH:29]=[CH:28][C:27]([O:30][CH3:31])=[CH:26][CH:25]=1)=[O:20])[C:10]([CH3:18])([CH3:17])[C:11]1[CH:16]=[CH:15][CH:14]=[CH:13][CH:12]=1)=O)(C)(C)C.Cl.O1CCOCC1. No catalyst specified. The yield is 0.690.